This data is from Catalyst prediction with 721,799 reactions and 888 catalyst types from USPTO. The task is: Predict which catalyst facilitates the given reaction. Reactant: [F:1][C:2]1[CH:7]=[CH:6][C:5]([NH:8][C:9]2[C:10]3[C:17]([CH3:18])=[C:16]([C:19](O)=[O:20])[S:15][C:11]=3[N:12]=[CH:13][N:14]=2)=[C:4]([O:22][C@H:23]2[CH2:28][CH2:27][CH2:26][N:25]([S:29]([CH3:32])(=[O:31])=[O:30])[CH2:24]2)[CH:3]=1.CC[N:35](C(C)C)C(C)C.CN(C(ON1N=NC2C=CC=NC1=2)=[N+](C)C)C.F[P-](F)(F)(F)(F)F.N. Product: [F:1][C:2]1[CH:7]=[CH:6][C:5]([NH:8][C:9]2[C:10]3[C:17]([CH3:18])=[C:16]([C:19]([NH2:35])=[O:20])[S:15][C:11]=3[N:12]=[CH:13][N:14]=2)=[C:4]([O:22][C@H:23]2[CH2:28][CH2:27][CH2:26][N:25]([S:29]([CH3:32])(=[O:30])=[O:31])[CH2:24]2)[CH:3]=1. The catalyst class is: 5.